This data is from NCI-60 drug combinations with 297,098 pairs across 59 cell lines. The task is: Regression. Given two drug SMILES strings and cell line genomic features, predict the synergy score measuring deviation from expected non-interaction effect. (1) Drug 1: C1=C(C(=O)NC(=O)N1)F. Drug 2: N.N.Cl[Pt+2]Cl. Cell line: MALME-3M. Synergy scores: CSS=32.7, Synergy_ZIP=3.76, Synergy_Bliss=4.32, Synergy_Loewe=-0.0948, Synergy_HSA=1.74. (2) Drug 1: CC12CCC(CC1=CCC3C2CCC4(C3CC=C4C5=CN=CC=C5)C)O. Drug 2: C1C(C(OC1N2C=NC(=NC2=O)N)CO)O. Cell line: NCIH23. Synergy scores: CSS=4.27, Synergy_ZIP=2.47, Synergy_Bliss=-0.864, Synergy_Loewe=-3.14, Synergy_HSA=-2.16. (3) Drug 1: CCC(=C(C1=CC=CC=C1)C2=CC=C(C=C2)OCCN(C)C)C3=CC=CC=C3.C(C(=O)O)C(CC(=O)O)(C(=O)O)O. Drug 2: CC=C1C(=O)NC(C(=O)OC2CC(=O)NC(C(=O)NC(CSSCCC=C2)C(=O)N1)C(C)C)C(C)C. Cell line: SK-OV-3. Synergy scores: CSS=16.6, Synergy_ZIP=1.79, Synergy_Bliss=2.43, Synergy_Loewe=-45.6, Synergy_HSA=1.75. (4) Drug 1: C1=NC2=C(N=C(N=C2N1C3C(C(C(O3)CO)O)O)F)N. Drug 2: CC(C)CN1C=NC2=C1C3=CC=CC=C3N=C2N. Cell line: NCIH23. Synergy scores: CSS=1.73, Synergy_ZIP=0.118, Synergy_Bliss=1.11, Synergy_Loewe=-0.384, Synergy_HSA=-0.566. (5) Cell line: K-562. Synergy scores: CSS=48.7, Synergy_ZIP=0.246, Synergy_Bliss=2.89, Synergy_Loewe=-6.10, Synergy_HSA=2.86. Drug 2: C1=NC2=C(N1)C(=S)N=CN2. Drug 1: CCC1(CC2CC(C3=C(CCN(C2)C1)C4=CC=CC=C4N3)(C5=C(C=C6C(=C5)C78CCN9C7C(C=CC9)(C(C(C8N6C=O)(C(=O)OC)O)OC(=O)C)CC)OC)C(=O)OC)O.OS(=O)(=O)O. (6) Drug 1: COC1=CC(=CC(=C1O)OC)C2C3C(COC3=O)C(C4=CC5=C(C=C24)OCO5)OC6C(C(C7C(O6)COC(O7)C8=CC=CS8)O)O. Drug 2: CC1C(C(=O)NC(C(=O)N2CCCC2C(=O)N(CC(=O)N(C(C(=O)O1)C(C)C)C)C)C(C)C)NC(=O)C3=C4C(=C(C=C3)C)OC5=C(C(=O)C(=C(C5=N4)C(=O)NC6C(OC(=O)C(N(C(=O)CN(C(=O)C7CCCN7C(=O)C(NC6=O)C(C)C)C)C)C(C)C)C)N)C. Cell line: A498. Synergy scores: CSS=29.8, Synergy_ZIP=-1.18, Synergy_Bliss=1.67, Synergy_Loewe=0.481, Synergy_HSA=1.02.